From a dataset of TCR-epitope binding with 47,182 pairs between 192 epitopes and 23,139 TCRs. Binary Classification. Given a T-cell receptor sequence (or CDR3 region) and an epitope sequence, predict whether binding occurs between them. (1) The epitope is RLFRKSNLK. The TCR CDR3 sequence is CASSFGTSGNNEQFF. Result: 0 (the TCR does not bind to the epitope). (2) The epitope is ITEEVGHTDLMAAY. The TCR CDR3 sequence is CASSLGTASSYNEQFF. Result: 1 (the TCR binds to the epitope). (3) The epitope is GTSGSPIIDK. The TCR CDR3 sequence is CASSQTSGGADEQFF. Result: 0 (the TCR does not bind to the epitope).